Task: Predict the reactants needed to synthesize the given product.. Dataset: Full USPTO retrosynthesis dataset with 1.9M reactions from patents (1976-2016) (1) Given the product [OH:1][C@H:2]([CH2:34][NH:35][CH2:36][C:37]1[CH:42]=[CH:41][CH:40]=[C:39]([O:43][CH3:44])[CH:38]=1)[C@@H:3]([NH:11][C:12](=[O:33])[C:13]1[CH:29]=[C:28]([NH:30][OH:31])[CH:27]=[C:15]([C:16]([NH:18][C@@H:19]([C:21]2[CH:26]=[CH:25][CH:24]=[CH:23][CH:22]=2)[CH3:20])=[O:17])[CH:14]=1)[CH2:4][C:5]1[CH:10]=[CH:9][CH:8]=[CH:7][CH:6]=1, predict the reactants needed to synthesize it. The reactants are: [OH:1][C@H:2]([CH2:34][NH:35][CH2:36][C:37]1[CH:42]=[CH:41][CH:40]=[C:39]([O:43][CH3:44])[CH:38]=1)[C@@H:3]([NH:11][C:12](=[O:33])[C:13]1[CH:29]=[C:28]([N+:30]([O-])=[O:31])[CH:27]=[C:15]([C:16]([NH:18][C@@H:19]([C:21]2[CH:26]=[CH:25][CH:24]=[CH:23][CH:22]=2)[CH3:20])=[O:17])[CH:14]=1)[CH2:4][C:5]1[CH:10]=[CH:9][CH:8]=[CH:7][CH:6]=1.O[C@H](CNCC1C=CC=C(OC)C=1)[C@@H](NC(=O)C1C=C(NO)C=C(C(N(C)CC2SC=C(C)N=2)=O)C=1)CC1C=CC=CC=1. (2) Given the product [CH2:52]([O:54][C:14](=[O:35])[C@@H:15]([N:20]1[CH2:24][C:23]([O:25][C:26]2[CH:31]=[CH:30][CH:29]=[C:28]([CH:50]=[CH2:51])[C:27]=2[F:33])=[CH:22][C:21]1=[O:34])[CH2:16][CH:17]([CH3:18])[CH3:19])[CH3:53], predict the reactants needed to synthesize it. The reactants are: CC1(C)O[C@H](CN2C=CC(N[C:14](=[O:35])[C@@H:15]([N:20]3[CH2:24][C:23]([O:25][C:26]4[CH:31]=[CH:30][CH:29]=[C:28](Br)[C:27]=4[F:33])=[CH:22][C:21]3=[O:34])[CH2:16][CH:17]([CH3:19])[CH3:18])=N2)CO1.C([Sn](CC[CH2:50][CH3:51])(CCCC)C=C)CCC.[C:52](OCC)(=[O:54])[CH3:53].